Task: Predict the product of the given reaction.. Dataset: Forward reaction prediction with 1.9M reactions from USPTO patents (1976-2016) (1) Given the reactants [N+:1]([C:4]1[CH:20]=[CH:19][C:7]([O:8][C:9]2[CH:18]=[CH:17][CH:16]=[CH:15][C:10]=2[C:11]([O:13][CH3:14])=[O:12])=[CH:6][CH:5]=1)([O-])=O.O.[Cl-].[NH4+], predict the reaction product. The product is: [NH2:1][C:4]1[CH:20]=[CH:19][C:7]([O:8][C:9]2[CH:18]=[CH:17][CH:16]=[CH:15][C:10]=2[C:11]([O:13][CH3:14])=[O:12])=[CH:6][CH:5]=1. (2) Given the reactants [Cl:1][CH:2]([Cl:7])[C:3]([O:5][CH3:6])=[O:4].[CH3:8][O:9][C:10](=[O:13])[CH:11]=[CH2:12].C[O-].[Na+], predict the reaction product. The product is: [Cl:1][C:2]([Cl:7])([CH2:12][CH2:11][C:10]([O:9][CH3:8])=[O:13])[C:3]([O:5][CH3:6])=[O:4]. (3) Given the reactants [Cl:1][C:2]1[CH:3]=[N:4][CH:5]=[C:6]([Cl:22])[C:7]=1[S:8][C:9]1[S:13][C:12]([C:14]([O:16]CC)=[O:15])=[CH:11][C:10]=1[N+:19]([O-:21])=[O:20].S(=O)(=O)(O)O, predict the reaction product. The product is: [Cl:22][C:6]1[CH:5]=[N:4][CH:3]=[C:2]([Cl:1])[C:7]=1[S:8][C:9]1[S:13][C:12]([C:14]([OH:16])=[O:15])=[CH:11][C:10]=1[N+:19]([O-:21])=[O:20]. (4) Given the reactants [C:1]([O:5][C:6]([N:8]1[CH2:24][CH2:23][CH2:22][C:10]2([N:14]([C:15]3[CH:20]=[CH:19][CH:18]=[CH:17][CH:16]=3)[CH2:13][NH:12][C:11]2=[O:21])[CH2:9]1)=[O:7])([CH3:4])([CH3:3])[CH3:2].[Li+].[CH3:26][Si]([N-][Si](C)(C)C)(C)C.CI, predict the reaction product. The product is: [C:1]([O:5][C:6]([N:8]1[CH2:24][CH2:23][CH2:22][C:10]2([N:14]([C:15]3[CH:20]=[CH:19][CH:18]=[CH:17][CH:16]=3)[CH2:13][N:12]([CH3:26])[C:11]2=[O:21])[CH2:9]1)=[O:7])([CH3:4])([CH3:2])[CH3:3]. (5) Given the reactants [CH:1]([O:4][C:5]([N:7]1[CH2:12][CH2:11][CH:10]([CH:13]2[CH2:17][C:16]3[CH:18]=[C:19](Br)[CH:20]=[CH:21][C:15]=3[O:14]2)[CH2:9][CH2:8]1)=[O:6])([CH3:3])[CH3:2].[N:23]1[CH:28]=[C:27](B(O)O)[CH:26]=[N:25][CH:24]=1, predict the reaction product. The product is: [CH:1]([O:4][C:5]([N:7]1[CH2:12][CH2:11][CH:10]([CH:13]2[CH2:17][C:16]3[CH:18]=[C:19]([C:27]4[CH:28]=[N:23][CH:24]=[N:25][CH:26]=4)[CH:20]=[CH:21][C:15]=3[O:14]2)[CH2:9][CH2:8]1)=[O:6])([CH3:3])[CH3:2]. (6) Given the reactants [OH:1][C:2]1[CH:7]=[CH:6][C:5]([C@@H:8]([NH2:15])[CH2:9][C:10]([O:12][CH2:13][CH3:14])=[O:11])=[CH:4][CH:3]=1.[C:16](O[C:16]([O:18][C:19]([CH3:22])([CH3:21])[CH3:20])=[O:17])([O:18][C:19]([CH3:22])([CH3:21])[CH3:20])=[O:17], predict the reaction product. The product is: [OH:1][C:2]1[CH:3]=[CH:4][C:5]([C@@H:8]([NH:15][C:16]([O:18][C:19]([CH3:22])([CH3:21])[CH3:20])=[O:17])[CH2:9][C:10]([O:12][CH2:13][CH3:14])=[O:11])=[CH:6][CH:7]=1. (7) Given the reactants Cl.[NH2:2][C:3]1[C:12]2[N:11]=[CH:10][C:9]([CH2:13][CH2:14][C:15]3[CH:32]=[CH:31][C:18]([O:19][CH2:20][CH2:21][CH2:22][P:23](=[O:30])([O:27]CC)[O:24]CC)=[CH:17][C:16]=3[CH3:33])=[CH:8][C:7]=2[C:6]2[CH:34]=[CH:35][C:36]([CH3:38])=[CH:37][C:5]=2[N:4]=1, predict the reaction product. The product is: [NH2:2][C:3]1[C:12]2[N:11]=[CH:10][C:9]([CH2:13][CH2:14][C:15]3[CH:32]=[CH:31][C:18]([O:19][CH2:20][CH2:21][CH2:22][P:23](=[O:24])([OH:27])[OH:30])=[CH:17][C:16]=3[CH3:33])=[CH:8][C:7]=2[C:6]2[CH:34]=[CH:35][C:36]([CH3:38])=[CH:37][C:5]=2[N:4]=1. (8) Given the reactants [NH2:1][C:2]1[CH:7]=[CH:6][C:5]([C:8]2[NH:16][C:15]3[C:14]([NH:17][C:18]4[CH:23]=[CH:22][C:21]([O:24][CH2:25][C:26]5[CH:31]=[CH:30][CH:29]=[C:28]([F:32])[CH:27]=5)=[C:20]([Cl:33])[CH:19]=4)=[N:13][CH:12]=[N:11][C:10]=3[CH:9]=2)=[CH:4][CH:3]=1.[CH3:34][O:35][CH2:36][C:37](O)=[O:38].Cl.C(N=C=NCCCN(C)C)C.O.ON1C2C=CC=CC=2N=N1, predict the reaction product. The product is: [Cl:33][C:20]1[CH:19]=[C:18]([NH:17][C:14]2[C:15]3[NH:16][C:8]([C:5]4[CH:4]=[CH:3][C:2]([NH:1][C:37](=[O:38])[CH2:36][O:35][CH3:34])=[CH:7][CH:6]=4)=[CH:9][C:10]=3[N:11]=[CH:12][N:13]=2)[CH:23]=[CH:22][C:21]=1[O:24][CH2:25][C:26]1[CH:31]=[CH:30][CH:29]=[C:28]([F:32])[CH:27]=1.